The task is: Regression. Given two drug SMILES strings and cell line genomic features, predict the synergy score measuring deviation from expected non-interaction effect.. This data is from NCI-60 drug combinations with 297,098 pairs across 59 cell lines. (1) Drug 2: CC1C(C(CC(O1)OC2CC(OC(C2O)C)OC3=CC4=CC5=C(C(=O)C(C(C5)C(C(=O)C(C(C)O)O)OC)OC6CC(C(C(O6)C)O)OC7CC(C(C(O7)C)O)OC8CC(C(C(O8)C)O)(C)O)C(=C4C(=C3C)O)O)O)O. Drug 1: C1=NC2=C(N=C(N=C2N1C3C(C(C(O3)CO)O)O)F)N. Synergy scores: CSS=43.7, Synergy_ZIP=-0.343, Synergy_Bliss=1.32, Synergy_Loewe=-17.5, Synergy_HSA=0.967. Cell line: 786-0. (2) Drug 1: CC(CN1CC(=O)NC(=O)C1)N2CC(=O)NC(=O)C2. Drug 2: CC1=C2C(C(=O)C3(C(CC4C(C3C(C(C2(C)C)(CC1OC(=O)C(C(C5=CC=CC=C5)NC(=O)C6=CC=CC=C6)O)O)OC(=O)C7=CC=CC=C7)(CO4)OC(=O)C)O)C)OC(=O)C. Cell line: PC-3. Synergy scores: CSS=40.7, Synergy_ZIP=-6.71, Synergy_Bliss=-10.1, Synergy_Loewe=-7.86, Synergy_HSA=-6.51.